This data is from Reaction yield outcomes from USPTO patents with 853,638 reactions. The task is: Predict the reaction yield, written as a fraction of the theoretical maximum amount of product (1.0 means a 100% yield; for example, 0.34 means a 34% yield). (1) The reactants are [C:1]([O:5][C:6]([NH:8][C@@H:9]([CH2:37][C:38]1[CH:43]=[CH:42][CH:41]=[CH:40][CH:39]=1)[C@@H:10]([O:29][Si](C(C)(C)C)(C)C)[CH2:11][CH:12]([CH2:16][C:17]1[CH:22]=[CH:21][C:20]([C:23]2[CH:28]=[CH:27][CH:26]=[CH:25][N:24]=2)=[CH:19][CH:18]=1)C(O)=O)=[O:7])([CH3:4])([CH3:3])[CH3:2].C1C=CC(P(N=[N+]=[N-])(C2C=CC=CC=2)=[O:51])=CC=1.C([N:63]([CH2:66]C)CC)C.[C:68]([OH:72])([CH3:71])([CH3:70])[CH3:69]. The catalyst is C1(C)C=CC=CC=1.CN(C1C=CN=CC=1)C. The product is [CH2:37]([C@H:9]([NH:8][C:6](=[O:7])[O:5][C:1]([CH3:2])([CH3:3])[CH3:4])[C@@H:10]([OH:29])[CH2:11][C@@H:12]([NH:63][C:66]([O:72][C:68]([CH3:71])([CH3:70])[CH3:69])=[O:51])[CH2:16][C:17]1[CH:18]=[CH:19][C:20]([C:23]2[CH:28]=[CH:27][CH:26]=[CH:25][N:24]=2)=[CH:21][CH:22]=1)[C:38]1[CH:39]=[CH:40][CH:41]=[CH:42][CH:43]=1. The yield is 0.0900. (2) The reactants are C([O:8][CH2:9][C:10]1([C:15]([O:17][CH3:18])=[O:16])[CH2:14][CH2:13][CH2:12][O:11]1)C1C=CC=CC=1. The catalyst is CO.[Pd]. The product is [OH:8][CH2:9][C:10]1([C:15]([O:17][CH3:18])=[O:16])[CH2:14][CH2:13][CH2:12][O:11]1. The yield is 0.975. (3) The reactants are [Br:1][C:2]1[C:3]([CH:12]([OH:17])[C:13]([O:15][CH3:16])=[O:14])=[C:4]([C:8]([F:11])([F:10])[F:9])[S:5][C:6]=1[Cl:7].S(=O)(=O)(O)O. The catalyst is C(OC(C)(C)C)(=O)C.C(OCC)(=O)C. The product is [Br:1][C:2]1[C:3]([CH:12]([O:17][C:3]([CH3:12])([CH3:4])[CH3:2])[C:13]([O:15][CH3:16])=[O:14])=[C:4]([C:8]([F:9])([F:11])[F:10])[S:5][C:6]=1[Cl:7]. The yield is 0.810. (4) The reactants are ClC(N(C)C)=C(C)C.[F:9][C:10]1[CH:15]=[CH:14][CH:13]=[C:12]([F:16])[C:11]=1[C:17]1[S:18][CH:19]=[C:20]([C:22]([OH:24])=O)[N:21]=1.[NH2:25][C:26]1[C:27]([N:44]2[CH2:49][CH2:48][CH2:47][C@H:46]([NH:50][C:51](=[O:57])[O:52][C:53]([CH3:56])([CH3:55])[CH3:54])[CH2:45]2)=[C:28]2[CH:34]=[CH:33][N:32]([S:35]([C:38]3[CH:43]=[CH:42][CH:41]=[CH:40][CH:39]=3)(=[O:37])=[O:36])[C:29]2=[N:30][CH:31]=1.N1C=CC=CC=1. The catalyst is C(Cl)Cl. The product is [F:16][C:12]1[CH:13]=[CH:14][CH:15]=[C:10]([F:9])[C:11]=1[C:17]1[S:18][CH:19]=[C:20]([C:22]([NH:25][C:26]2[C:27]([N:44]3[CH2:49][CH2:48][CH2:47][C@H:46]([NH:50][C:51](=[O:57])[O:52][C:53]([CH3:55])([CH3:54])[CH3:56])[CH2:45]3)=[C:28]3[CH:34]=[CH:33][N:32]([S:35]([C:38]4[CH:39]=[CH:40][CH:41]=[CH:42][CH:43]=4)(=[O:37])=[O:36])[C:29]3=[N:30][CH:31]=2)=[O:24])[N:21]=1. The yield is 0.950.